From a dataset of Peptide-MHC class II binding affinity with 134,281 pairs from IEDB. Regression. Given a peptide amino acid sequence and an MHC pseudo amino acid sequence, predict their binding affinity value. This is MHC class II binding data. The peptide sequence is VADDLTAAINKGILV. The MHC is DRB5_0101 with pseudo-sequence DRB5_0101. The binding affinity (normalized) is 0.